This data is from Catalyst prediction with 721,799 reactions and 888 catalyst types from USPTO. The task is: Predict which catalyst facilitates the given reaction. (1) The catalyst class is: 101. Reactant: Br[C:2]1[C:10]2[O:9][CH2:8][C@@H:7]([N:11]([C:26](=[O:31])[C:27]([F:30])([F:29])[F:28])[C:12]3[CH:25]=[CH:24][C:15]4[C@H:16]([CH2:19][C:20]([O:22][CH3:23])=[O:21])[CH2:17][O:18][C:14]=4[CH:13]=3)[C:6]=2[CH:5]=[CH:4][CH:3]=1.[CH3:32][C:33]1[CH:38]=[CH:37][N:36]=[C:35]([NH2:39])[CH:34]=1.C(=O)([O-])[O-].[Cs+].[Cs+].C1(P(C2C=CC=CC=2)C2C3OC4C(=CC=CC=4P(C4C=CC=CC=4)C4C=CC=CC=4)C(C)(C)C=3C=CC=2)C=CC=CC=1. Product: [CH3:32][C:33]1[CH:38]=[CH:37][N:36]=[C:35]([NH:39][C:2]2[C:10]3[O:9][CH2:8][C@@H:7]([N:11]([C:26](=[O:31])[C:27]([F:30])([F:29])[F:28])[C:12]4[CH:25]=[CH:24][C:15]5[C@H:16]([CH2:19][C:20]([O:22][CH3:23])=[O:21])[CH2:17][O:18][C:14]=5[CH:13]=4)[C:6]=3[CH:5]=[CH:4][CH:3]=2)[CH:34]=1. (2) Reactant: [NH2:1][C:2]1[CH:11]=[CH:10][C:9]2[C:4](=[CH:5][CH:6]=[CH:7][CH:8]=2)[C:3]=1[C:12]1[C:21]2[C:16](=[CH:17][CH:18]=[CH:19][CH:20]=2)[CH:15]=[CH:14][C:13]=1[P:22]([C:30]1[CH:35]=[CH:34][CH:33]=[CH:32][CH:31]=1)([C:24]1[CH:29]=[CH:28][CH:27]=[CH:26][CH:25]=1)=[O:23].N1C=CC=CC=1.[CH3:42][S:43](Cl)(=[O:45])=[O:44].[Cl-].[NH4+]. Product: [CH3:42][S:43]([NH:1][C:2]1[CH:11]=[CH:10][C:9]2[C:4](=[CH:5][CH:6]=[CH:7][CH:8]=2)[C:3]=1[C:12]1[C:21]2[C:16](=[CH:17][CH:18]=[CH:19][CH:20]=2)[CH:15]=[CH:14][C:13]=1[P:22]([C:24]1[CH:25]=[CH:26][CH:27]=[CH:28][CH:29]=1)([C:30]1[CH:31]=[CH:32][CH:33]=[CH:34][CH:35]=1)=[O:23])(=[O:45])=[O:44]. The catalyst class is: 2. (3) Reactant: [CH3:1][O:2][C:3]([NH:5][C@H:6]([C:20]([NH:22][C:23]1[CH:28]=[CH:27][CH:26]=[CH:25][C:24]=1[CH2:29][CH2:30][C@H:31]1[O:36][CH2:35][C@@H:34]([CH2:37][N:38]2[CH:42]=[C:41]([Si](C)(C)C)[N:40]=[N:39]2)[NH:33][CH2:32]1)=[O:21])[CH:7]([C:14]1[CH:19]=[CH:18][CH:17]=[CH:16][CH:15]=1)[C:8]1[CH:13]=[CH:12][CH:11]=[CH:10][CH:9]=1)=[O:4].CCCC[N+](CCCC)(CCCC)CCCC.[F-]. Product: [CH3:1][O:2][C:3]([NH:5][C@H:6]([C:20]([NH:22][C:23]1[CH:28]=[CH:27][CH:26]=[CH:25][C:24]=1[CH2:29][CH2:30][C@H:31]1[O:36][CH2:35][C@@H:34]([CH2:37][N:38]2[CH:42]=[CH:41][N:40]=[N:39]2)[NH:33][CH2:32]1)=[O:21])[CH:7]([C:14]1[CH:15]=[CH:16][CH:17]=[CH:18][CH:19]=1)[C:8]1[CH:13]=[CH:12][CH:11]=[CH:10][CH:9]=1)=[O:4]. The catalyst class is: 7. (4) Reactant: [O:1]=[C:2]1[NH:8][C:7]2[CH:9]=[CH:10][CH:11]=[CH:12][C:6]=2[O:5][C@H:4]([C:13]2[CH:18]=[CH:17][CH:16]=[CH:15][CH:14]=2)[C@@H:3]1[NH:19][C:20](=[O:26])[O:21][C:22]([CH3:25])([CH3:24])[CH3:23].Br[CH2:28][C:29]([O:31][CH3:32])=[O:30].C(=O)([O-])[O-].[Cs+].[Cs+]. Product: [C:22]([O:21][C:20]([NH:19][C@@H:3]1[C:2](=[O:1])[N:8]([CH2:28][C:29]([O:31][CH3:32])=[O:30])[C:7]2[CH:9]=[CH:10][CH:11]=[CH:12][C:6]=2[O:5][C@@H:4]1[C:13]1[CH:18]=[CH:17][CH:16]=[CH:15][CH:14]=1)=[O:26])([CH3:23])([CH3:25])[CH3:24]. The catalyst class is: 18.